Dataset: Peptide-MHC class II binding affinity with 134,281 pairs from IEDB. Task: Regression. Given a peptide amino acid sequence and an MHC pseudo amino acid sequence, predict their binding affinity value. This is MHC class II binding data. (1) The peptide sequence is RKVCYNAVLTHVKIN. The MHC is DRB1_0701 with pseudo-sequence DRB1_0701. The binding affinity (normalized) is 0.589. (2) The peptide sequence is GELQIVDKIDALFKI. The MHC is DRB3_0101 with pseudo-sequence DRB3_0101. The binding affinity (normalized) is 0.777. (3) The peptide sequence is YQKFLANVSTVLTGK. The MHC is DRB1_0101 with pseudo-sequence DRB1_0101. The binding affinity (normalized) is 0.991. (4) The peptide sequence is AAIRFFDHAIGINVP. The MHC is HLA-DQA10501-DQB10201 with pseudo-sequence HLA-DQA10501-DQB10201. The binding affinity (normalized) is 0.394. (5) The binding affinity (normalized) is 0.378. The MHC is HLA-DQA10401-DQB10402 with pseudo-sequence HLA-DQA10401-DQB10402. The peptide sequence is INEPTLAAIAYGLDR.